Dataset: Forward reaction prediction with 1.9M reactions from USPTO patents (1976-2016). Task: Predict the product of the given reaction. (1) Given the reactants [CH3:1][O:2][C:3]1[CH:4]=[C:5]2[C:10](=[CH:11][CH:12]=1)[C:9]([O:13][C:14]1[CH:19]=[CH:18][C:17]([O:20][CH2:21][CH2:22][N:23]3[CH2:28][CH2:27][CH2:26][CH2:25][CH2:24]3)=[CH:16][CH:15]=1)=[C:8](OS(C(F)(F)F)(=O)=O)[CH:7]=[CH:6]2.[F:37][C:38]1[CH:43]=[CH:42][C:41]([F:44])=[CH:40][C:39]=1B(O)O.[Cl:48]CCl.[F-].[Cs+], predict the reaction product. The product is: [ClH:48].[F:37][C:38]1[CH:43]=[CH:42][C:41]([F:44])=[CH:40][C:39]=1[C:8]1[CH:7]=[CH:6][C:5]2[C:10](=[CH:11][CH:12]=[C:3]([O:2][CH3:1])[CH:4]=2)[C:9]=1[O:13][C:14]1[CH:19]=[CH:18][C:17]([O:20][CH2:21][CH2:22][N:23]2[CH2:24][CH2:25][CH2:26][CH2:27][CH2:28]2)=[CH:16][CH:15]=1. (2) Given the reactants [Br:1][C:2]1[C:10]2[C:5](=[N:6][C:7]([CH3:21])=[CH:8][C:9]=2[NH:11][S:12]([C:15]2[CH:20]=[CH:19][CH:18]=[CH:17][CH:16]=2)(=[O:14])=[O:13])[S:4][C:3]=1[C:22]1[CH:23]=[N:24][NH:25][CH:26]=1.[CH3:27][C:28]([O:31][C:32](O[C:32]([O:31][C:28]([CH3:30])([CH3:29])[CH3:27])=[O:33])=[O:33])([CH3:30])[CH3:29].CCN(CC)CC, predict the reaction product. The product is: [Br:1][C:2]1[C:10]2[C:5](=[N:6][C:7]([CH3:21])=[CH:8][C:9]=2[NH:11][S:12]([C:15]2[CH:20]=[CH:19][CH:18]=[CH:17][CH:16]=2)(=[O:14])=[O:13])[S:4][C:3]=1[C:22]1[CH:23]=[N:24][N:25]([C:32]([O:31][C:28]([CH3:30])([CH3:29])[CH3:27])=[O:33])[CH:26]=1. (3) Given the reactants [CH2:1]1[CH2:12][CH2:11][CH2:10][CH2:9][CH2:8][CH2:7][CH2:6][CH2:5][CH2:4][CH2:3][CH2:2]1.[OH:13]N1C(=O)C2=CC=CC=C2C1=O.N(OC(C)(C)C)=O.S(=O)(=O)(O)O.[OH-].[Na+].C1(=NO)CCCCCCCCCCC1.[N+](C1CCCCCCCCCCC1)([O-])=O, predict the reaction product. The product is: [C:1]1(=[O:13])[CH2:12][CH2:11][CH2:10][CH2:9][CH2:8][CH2:7][CH2:6][CH2:5][CH2:4][CH2:3][CH2:2]1. (4) Given the reactants Br[C:2]1[C:11]2[C:6](=[CH:7][CH:8]=[C:9]([OH:12])[CH:10]=2)[N:5]=[C:4]([C:13]2[CH:18]=[CH:17][C:16]([OH:19])=[C:15]([F:20])[CH:14]=2)[CH:3]=1.[C:21]([C:23]1[CH:28]=[CH:27][C:26](B(O)O)=[CH:25][CH:24]=1)#[N:22], predict the reaction product. The product is: [C:21]([C:23]1[CH:28]=[CH:27][C:26]([C:2]2[C:11]3[C:6](=[CH:7][CH:8]=[C:9]([OH:12])[CH:10]=3)[N:5]=[C:4]([C:13]3[CH:18]=[CH:17][C:16]([OH:19])=[C:15]([F:20])[CH:14]=3)[CH:3]=2)=[CH:25][CH:24]=1)#[N:22]. (5) Given the reactants [I:1][C:2]1[CH:11]=[CH:10][CH:9]=[C:8]2[C:3]=1[CH2:4][CH2:5][N:6]1[C:16](=[O:17])[CH2:15][NH:14][C:13](=[O:18])[CH2:12][CH:7]12.CCN(CC)CC.C(P1(=O)OP(CCC)(=O)OP(CCC)(=O)O1)CC, predict the reaction product. The product is: [I:1][C:2]1[CH:11]=[CH:10][CH:9]=[C:8]2[C:3]=1[CH2:4][CH2:5][N:6]1[C:16](=[O:17])[CH2:15][NH:14][C:13](=[O:18])[CH:12]=[C:7]12. (6) Given the reactants Br[C:2]1[CH:7]=[CH:6][C:5]([C:8]2[C:9]([S:14]([NH:17][CH3:18])(=[O:16])=[O:15])=[CH:10][CH:11]=[CH:12][CH:13]=2)=[CH:4][C:3]=1[F:19].[CH3:20][C:21]1([CH3:37])[C:25]([CH3:27])([CH3:26])[O:24][B:23]([B:23]2[O:24][C:25]([CH3:27])([CH3:26])[C:21]([CH3:37])([CH3:20])[O:22]2)[O:22]1.CC([O-])=O.[K+].C(Cl)Cl, predict the reaction product. The product is: [F:19][C:3]1[CH:4]=[C:5]([C:8]2[C:9]([S:14]([NH:17][CH3:18])(=[O:16])=[O:15])=[CH:10][CH:11]=[CH:12][CH:13]=2)[CH:6]=[CH:7][C:2]=1[B:23]1[O:24][C:25]([CH3:27])([CH3:26])[C:21]([CH3:37])([CH3:20])[O:22]1. (7) The product is: [C:22]([O:26][C:27]([N:29]1[CH2:34][CH2:33][CH:32]([C:35]2[CH:40]=[CH:39][C:38]([NH:41][C:2]3[N:21]=[C:5]4[C:6]([S:10][C:11]5[CH:16]=[CH:15][C:14]([NH:17][C:18](=[O:20])[CH3:19])=[CH:13][CH:12]=5)=[CH:7][CH:8]=[CH:9][N:4]4[N:3]=3)=[CH:37][CH:36]=2)[CH2:31][CH2:30]1)=[O:28])([CH3:25])([CH3:23])[CH3:24]. Given the reactants Cl[C:2]1[N:21]=[C:5]2[C:6]([S:10][C:11]3[CH:16]=[CH:15][C:14]([NH:17][C:18](=[O:20])[CH3:19])=[CH:13][CH:12]=3)=[CH:7][CH:8]=[CH:9][N:4]2[N:3]=1.[C:22]([O:26][C:27]([N:29]1[CH2:34][CH2:33][CH:32]([C:35]2[CH:40]=[CH:39][C:38]([NH2:41])=[CH:37][CH:36]=2)[CH2:31][CH2:30]1)=[O:28])([CH3:25])([CH3:24])[CH3:23].C1(P(C2CCCCC2)C2C=CC=CC=2C2C=CC=CC=2P(C2CCCCC2)C2CCCCC2)CCCCC1, predict the reaction product.